Regression. Given a peptide amino acid sequence and an MHC pseudo amino acid sequence, predict their binding affinity value. This is MHC class I binding data. From a dataset of Peptide-MHC class I binding affinity with 185,985 pairs from IEDB/IMGT. The peptide sequence is PDKWTVQPI. The MHC is Mamu-A11 with pseudo-sequence Mamu-A11. The binding affinity (normalized) is 0.109.